The task is: Predict the product of the given reaction.. This data is from Forward reaction prediction with 1.9M reactions from USPTO patents (1976-2016). (1) The product is: [CH3:15][C:16]1[N:17]=[CH:18][S:19][C:20]=1[CH2:21][NH:6][C:5]1[CH:7]=[CH:8][C:9]([C:10]2[O:14][CH:13]=[N:12][CH:11]=2)=[C:3]([O:2][CH3:1])[CH:4]=1. Given the reactants [CH3:1][O:2][C:3]1[CH:4]=[C:5]([CH:7]=[CH:8][C:9]=1[C:10]1[O:14][CH:13]=[N:12][CH:11]=1)[NH2:6].[CH3:15][C:16]1[N:17]=[CH:18][S:19][C:20]=1[CH:21]=O, predict the reaction product. (2) Given the reactants [N+:1]([C:4]1[CH:5]=[C:6]2[C:11](=[CH:12][CH:13]=1)[NH:10][C:9](=[O:14])[CH2:8][CH2:7]2)([O-:3])=[O:2].Cl.Cl[CH2:17][CH2:18][N:19]1[CH2:23][CH2:22][CH2:21][CH2:20]1.C(=O)([O-])[O-].[K+].[K+].O, predict the reaction product. The product is: [N+:1]([C:4]1[CH:5]=[C:6]2[C:11](=[CH:12][CH:13]=1)[N:10]([CH2:17][CH2:18][N:19]1[CH2:23][CH2:22][CH2:21][CH2:20]1)[C:9](=[O:14])[CH2:8][CH2:7]2)([O-:3])=[O:2]. (3) Given the reactants [NH2:1][C:2]1[CH:6]=[C:5]([C:7]2[CH:12]=[CH:11][N:10]=[CH:9][CH:8]=2)[S:4][C:3]=1[C:13]([NH2:15])=[O:14].[O:16]1[CH2:20][CH2:19][C:18](=O)[CH2:17]1.O.C1(C)C=CC(S(O)(=O)=O)=CC=1.C(=O)([O-])O.[Na+], predict the reaction product. The product is: [N:10]1[CH:9]=[CH:8][C:7]([C:5]2[S:4][C:3]3[C:13](=[O:14])[NH:15][C:18]4([CH2:19][CH2:20][O:16][CH2:17]4)[NH:1][C:2]=3[CH:6]=2)=[CH:12][CH:11]=1. (4) Given the reactants [OH:1][C:2]1[CH:9]=[CH:8][C:5]([C:6]#[N:7])=[CH:4][C:3]=1[N+:10]([O-:12])=[O:11].[CH2:13]([OH:15])[CH3:14].[ClH:16], predict the reaction product. The product is: [ClH:16].[OH:1][C:2]1[CH:9]=[CH:8][C:5]([C:6](=[NH:7])[O:15][CH2:13][CH3:14])=[CH:4][C:3]=1[N+:10]([O-:12])=[O:11]. (5) The product is: [ClH:2].[CH3:17][C:12]1[CH:11]=[C:10]([C:8]2[CH:9]=[C:4]([CH2:3][N:21]3[CH:22]=[CH:23][N:24]=[C:20]3[CH3:19])[C:5]([CH3:18])=[N:6][CH:7]=2)[CH:15]=[CH:14][C:13]=1[CH3:16]. Given the reactants Cl.[Cl:2][CH2:3][C:4]1[C:5]([CH3:18])=[N:6][CH:7]=[C:8]([C:10]2[CH:15]=[CH:14][C:13]([CH3:16])=[C:12]([CH3:17])[CH:11]=2)[CH:9]=1.[CH3:19][C:20]1[NH:21][CH:22]=[CH:23][N:24]=1, predict the reaction product. (6) The product is: [F:26][C:25]1[CH:24]=[CH:23][C:10]([CH2:11][C:12]2[C:21]3[C:16](=[CH:17][CH:18]=[CH:19][CH:20]=3)[C:15](=[O:22])[NH:14][N:13]=2)=[CH:9][C:8]=1[C:6]([N:4]1[CH2:3][CH:2]([NH:1][CH:28]([CH3:30])[CH3:27])[CH2:5]1)=[O:7]. Given the reactants [NH2:1][CH:2]1[CH2:5][N:4]([C:6]([C:8]2[CH:9]=[C:10]([CH:23]=[CH:24][C:25]=2[F:26])[CH2:11][C:12]2[C:21]3[C:16](=[CH:17][CH:18]=[CH:19][CH:20]=3)[C:15](=[O:22])[NH:14][N:13]=2)=[O:7])[CH2:3]1.[CH3:27][C:28]([CH3:30])=O.C(O[BH-](OC(=O)C)OC(=O)C)(=O)C.[Na+], predict the reaction product.